This data is from TCR-epitope binding with 47,182 pairs between 192 epitopes and 23,139 TCRs. The task is: Binary Classification. Given a T-cell receptor sequence (or CDR3 region) and an epitope sequence, predict whether binding occurs between them. (1) The epitope is ILHCANFNV. The TCR CDR3 sequence is CASSLVIGHFQETQYF. Result: 0 (the TCR does not bind to the epitope). (2) The epitope is HSKKKCDEL. The TCR CDR3 sequence is CASSLGGGQETQYF. Result: 0 (the TCR does not bind to the epitope).